Predict the reactants needed to synthesize the given product. From a dataset of Full USPTO retrosynthesis dataset with 1.9M reactions from patents (1976-2016). (1) The reactants are: [CH3:1][C:2]1[CH:11]=[C:10](Cl)[C:9]2[C:4](=[CH:5][C:6]([C:13]([F:16])([F:15])[F:14])=[CH:7][CH:8]=2)[N:3]=1.[NH:17]1[CH2:22][CH2:21][NH:20][CH2:19][CH2:18]1. Given the product [CH3:1][C:2]1[CH:11]=[C:10]([N:17]2[CH2:22][CH2:21][NH:20][CH2:19][CH2:18]2)[C:9]2[C:4](=[CH:5][C:6]([C:13]([F:16])([F:15])[F:14])=[CH:7][CH:8]=2)[N:3]=1, predict the reactants needed to synthesize it. (2) Given the product [Br:11][CH2:5][C:4](=[O:6])[CH2:3][C:2]([OH:1])([CH3:8])[CH3:7], predict the reactants needed to synthesize it. The reactants are: [OH:1][C:2]([CH3:8])([CH3:7])[CH2:3][C:4](=[O:6])[CH3:5].CO.[Br:11]Br. (3) The reactants are: Cl.[NH2:2][C@H:3]([C:5]1[C:6](=[O:16])[NH:7][C:8]2[C:13]([CH:14]=1)=[CH:12][C:11]([Cl:15])=[CH:10][CH:9]=2)[CH3:4].[CH3:17][O:18][C:19](=[O:28])[NH:20][C:21]1[CH:26]=[CH:25][N:24]=[C:23](Cl)[N:22]=1.CCN(C(C)C)C(C)C.O. Given the product [CH3:17][O:18][C:19](=[O:28])[NH:20][C:21]1[CH:26]=[CH:25][N:24]=[C:23]([NH:2][C@H:3]([C:5]2[C:6](=[O:16])[NH:7][C:8]3[C:13]([CH:14]=2)=[CH:12][C:11]([Cl:15])=[CH:10][CH:9]=3)[CH3:4])[N:22]=1, predict the reactants needed to synthesize it. (4) The reactants are: [CH3:1][C:2]1([CH3:22])[C:7]([CH3:9])([CH3:8])[O:6][C:5](OC2C=CC([N+]([O-])=O)=CC=2)=[N:4][S:3]1(=[O:21])=[O:20].Cl.[Cl:24][C:25]1[CH:30]=[CH:29][CH:28]=[CH:27][C:26]=1[C@@H:31]([NH2:33])[CH3:32]. Given the product [Cl:24][C:25]1[CH:30]=[CH:29][CH:28]=[CH:27][C:26]=1[C@@H:31]([NH:33][C:5]1[O:6][C:7]([CH3:8])([CH3:9])[C:2]([CH3:1])([CH3:22])[S:3](=[O:20])(=[O:21])[N:4]=1)[CH3:32], predict the reactants needed to synthesize it. (5) Given the product [CH3:29][O:28][CH2:27][O:26][C:18]1[CH:17]=[C:16]([CH:15]=[CH:14][C:11]2[CH:10]=[CH:9][C:8]([C:6]3[CH2:5][C:4](=[O:3])[N:31]([C:8]4[CH:13]=[CH:12][CH:11]=[CH:10][CH:9]=4)[N:32]=3)=[CH:13][CH:12]=2)[CH:21]=[CH:20][C:19]=1[O:22][CH2:23][O:24][CH3:25], predict the reactants needed to synthesize it. The reactants are: C([O:3][C:4](=O)[CH2:5][C:6]([C:8]1[CH:13]=[CH:12][C:11]([CH:14]=[CH:15][C:16]2[CH:21]=[CH:20][C:19]([O:22][CH2:23][O:24][CH3:25])=[C:18]([O:26][CH2:27][O:28][CH3:29])[CH:17]=2)=[CH:10][CH:9]=1)=O)C.[NH2:31][NH2:32]. (6) Given the product [CH2:17]([NH:19][C:14](=[O:16])[CH2:13][C:10]1[CH:11]=[CH:12][N:8]([C:5]2[CH:4]=[CH:3][C:2]([F:1])=[CH:7][N:6]=2)[N:9]=1)[CH3:18], predict the reactants needed to synthesize it. The reactants are: [F:1][C:2]1[CH:3]=[CH:4][C:5]([N:8]2[CH:12]=[CH:11][C:10]([CH2:13][C:14]([OH:16])=O)=[N:9]2)=[N:6][CH:7]=1.[CH2:17]([NH2:19])[CH3:18]. (7) Given the product [Cl:15][C:16]1[CH:17]=[C:18]([NH:22][C:23]([N:12]2[CH2:13][CH2:14][C:9]3[NH:8][N:7]=[C:6]([CH:1]4[CH2:2][CH2:3][CH2:4][CH2:5]4)[C:10]=3[CH2:11]2)=[O:24])[CH:19]=[CH:20][CH:21]=1, predict the reactants needed to synthesize it. The reactants are: [CH:1]1([C:6]2[C:10]3[CH2:11][NH:12][CH2:13][CH2:14][C:9]=3[NH:8][N:7]=2)[CH2:5][CH2:4][CH2:3][CH2:2]1.[Cl:15][C:16]1[CH:21]=[CH:20][CH:19]=[C:18]([N:22]=[C:23]=[O:24])[CH:17]=1.O. (8) Given the product [NH2:1][C:2]1[N:3]=[C:4]([NH:7][C:8]2[CH:13]=[C:12]([F:14])[C:11]([C:15]3[CH:20]=[CH:19][CH:18]=[C:17]([NH:34][S:31]([CH3:30])(=[O:33])=[O:32])[CH:16]=3)=[C:10]([C:26]([F:28])([F:27])[F:29])[CH:9]=2)[NH:5][N:6]=1, predict the reactants needed to synthesize it. The reactants are: [NH2:1][C:2]1[N:3]=[C:4]([NH:7][C:8]2[CH:13]=[C:12]([F:14])[C:11]([C:15]3[CH:20]=[CH:19][C:18](NS(C)(=O)=O)=[CH:17][CH:16]=3)=[C:10]([C:26]([F:29])([F:28])[F:27])[CH:9]=2)[NH:5][N:6]=1.[CH3:30][S:31]([NH:34]C1C=CC(B(O)O)=CC=1)(=[O:33])=[O:32]. (9) Given the product [CH2:22]([Sn:17]([CH2:13][CH2:14][CH2:15][CH3:16])([CH2:18][CH2:19][CH2:20][CH3:21])[C:2](=[CH2:3])[C:1]([O:5][CH2:6][C:7]1[CH:12]=[CH:11][CH:10]=[CH:9][CH:8]=1)=[O:4])[CH2:23][CH2:24][CH3:25], predict the reactants needed to synthesize it. The reactants are: [C:1]([O:5][CH2:6][C:7]1[CH:12]=[CH:11][CH:10]=[CH:9][CH:8]=1)(=[O:4])[C:2]#[CH:3].[CH2:13]([SnH:17]([CH2:22][CH2:23][CH2:24][CH3:25])[CH2:18][CH2:19][CH2:20][CH3:21])[CH2:14][CH2:15][CH3:16]. (10) Given the product [C:32]([C@@H:30]([C@H:28]([C:27]([OH:36])=[O:35])[OH:29])[OH:31])([OH:34])=[O:33].[CH2:2]([C:4]1[CH:5]=[CH:6][C:7]([CH2:10][CH2:11][O:12][C:13]2[CH:26]=[CH:25][C:16]([CH2:17][C@H:18]3[S:22][C:21](=[O:23])[NH:20][C:19]3=[O:24])=[CH:15][CH:14]=2)=[N:8][CH:9]=1)[CH3:3], predict the reactants needed to synthesize it. The reactants are: Cl.[CH2:2]([C:4]1[CH:5]=[CH:6][C:7]([CH2:10][CH2:11][O:12][C:13]2[CH:26]=[CH:25][C:16]([CH2:17][CH:18]3[S:22][C:21](=[O:23])[NH:20][C:19]3=[O:24])=[CH:15][CH:14]=2)=[N:8][CH:9]=1)[CH3:3].[C:27]([OH:36])(=[O:35])[C@@H:28]([C@H:30]([C:32]([OH:34])=[O:33])[OH:31])[OH:29].O.